Predict the reaction yield, written as a fraction of the theoretical maximum amount of product (1.0 means a 100% yield; for example, 0.34 means a 34% yield). From a dataset of Reaction yield outcomes from USPTO patents with 853,638 reactions. (1) The reactants are [NH2:1][C:2]1[CH:3]=[C:4]([C:9](=[CH:15][CH3:16])[CH2:10][C:11]([O:13][CH3:14])=[O:12])[CH:5]=[CH:6][C:7]=1[Cl:8].NC1C=C(C(CC)=CC(OC)=O)C=CC=1Cl. The catalyst is C(OCC)(=O)C.[Pd]. The product is [NH2:1][C:2]1[CH:3]=[C:4]([CH:9]([CH2:15][CH3:16])[CH2:10][C:11]([O:13][CH3:14])=[O:12])[CH:5]=[CH:6][C:7]=1[Cl:8]. The yield is 0.948. (2) The reactants are Br[C:2]1[CH:7]=[C:6]([Br:8])[CH:5]=[CH:4][N:3]=1.[C:9]1(B(O)O)[CH:14]=[CH:13][CH:12]=[CH:11][CH:10]=1.C(=O)([O-])[O-].[K+].[K+]. The catalyst is C(COC)OC.O. The product is [C:9]1([C:2]2[CH:7]=[C:6]([Br:8])[CH:5]=[CH:4][N:3]=2)[CH:14]=[CH:13][CH:12]=[CH:11][CH:10]=1. The yield is 0.430. (3) The catalyst is O. The product is [CH2:13]([C:15]1[N:16]([C:40]2[CH:41]=[CH:42][C:43]([N:46]3[CH2:51][CH2:50][O:49][CH2:48][CH2:47]3)=[CH:44][CH:45]=2)[C:17](=[O:39])[C:18]([CH2:24][C:25]2[CH:26]=[CH:27][C:28]([C:31]3[CH:36]=[CH:35][CH:34]=[CH:33][C:32]=3[C:37]3[NH:3][C:4](=[O:7])[O:5][N:38]=3)=[CH:29][CH:30]=2)=[C:19]([CH2:21][CH2:22][CH3:23])[N:20]=1)[CH3:14]. The reactants are [Cl-].O[NH3+:3].[C:4](=[O:7])([O-])[OH:5].[Na+].CS(C)=O.[CH2:13]([C:15]1[N:16]([C:40]2[CH:45]=[CH:44][C:43]([N:46]3[CH2:51][CH2:50][O:49][CH2:48][CH2:47]3)=[CH:42][CH:41]=2)[C:17](=[O:39])[C:18]([CH2:24][C:25]2[CH:30]=[CH:29][C:28]([C:31]3[C:32]([C:37]#[N:38])=[CH:33][CH:34]=[CH:35][CH:36]=3)=[CH:27][CH:26]=2)=[C:19]([CH2:21][CH2:22][CH3:23])[N:20]=1)[CH3:14]. The yield is 0.540. (4) The reactants are [OH:1][C@@:2]1([C:9]#[C:10][C:11]2[CH:12]=[C:13]([N:17]3[C:21]4=[N:22][C:23]([O:26][CH3:27])=[N:24][CH:25]=[C:20]4[C:19]([C:28]([O:30]CC)=O)=[N:18]3)[CH:14]=[CH:15][CH:16]=2)[CH2:6][CH2:5][N:4]([CH3:7])[C:3]1=[O:8].[NH3:33]. No catalyst specified. The product is [OH:1][C@@:2]1([C:9]#[C:10][C:11]2[CH:12]=[C:13]([N:17]3[C:21]4=[N:22][C:23]([O:26][CH3:27])=[N:24][CH:25]=[C:20]4[C:19]([C:28]([NH2:33])=[O:30])=[N:18]3)[CH:14]=[CH:15][CH:16]=2)[CH2:6][CH2:5][N:4]([CH3:7])[C:3]1=[O:8]. The yield is 0.310. (5) The reactants are [CH3:1][C:2]1([CH3:11])[O:6][C@@H:5]([C:7]([O:9]C)=[O:8])[CH2:4][O:3]1.[OH-].[K+:13]. The catalyst is CO.CCOCC. The product is [K+:13].[CH3:1][C:2]1([CH3:11])[O:6][C@@H:5]([C:7]([O-:9])=[O:8])[CH2:4][O:3]1. The yield is 0.940.